This data is from Forward reaction prediction with 1.9M reactions from USPTO patents (1976-2016). The task is: Predict the product of the given reaction. (1) Given the reactants [Br:1][CH2:2][C:3]([NH:5][C:6]1[CH:10]=[CH:9][O:8][N:7]=1)=[O:4].[N:11]12[CH2:18][CH2:17][CH:14]([CH2:15][CH2:16]1)[C@@H:13]([O:19][C:20](=[O:33])[C:21]([OH:32])([C:27]1[S:28][CH:29]=[CH:30][CH:31]=1)[C:22]1[S:23][CH:24]=[CH:25][CH:26]=1)[CH2:12]2, predict the reaction product. The product is: [Br-:1].[OH:32][C:21]([C:22]1[S:23][CH:24]=[CH:25][CH:26]=1)([C:27]1[S:28][CH:29]=[CH:30][CH:31]=1)[C:20]([O:19][C@@H:13]1[CH:14]2[CH2:17][CH2:18][N+:11]([CH2:2][C:3](=[O:4])[NH:5][C:6]3[CH:10]=[CH:9][O:8][N:7]=3)([CH2:16][CH2:15]2)[CH2:12]1)=[O:33]. (2) Given the reactants [CH3:1][C:2]1([CH3:20])[O:7][CH2:6][CH:5]([CH2:8][O:9][C:10]2[C:15]([CH3:16])=[CH:14][N:13]=[C:12]([CH2:17]O)[C:11]=2[CH3:19])[CH2:4][O:3]1.C(N(CC)CC)C.CS(Cl)(=O)=O.[SH:33][C:34]1[NH:35][C:36]2[CH:42]=[CH:41][CH:40]=[CH:39][C:37]=2[N:38]=1.C(=O)([O-])O.[Na+], predict the reaction product. The product is: [CH3:1][C:2]1([CH3:20])[O:7][CH2:6][CH:5]([CH2:8][O:9][C:10]2[C:15]([CH3:16])=[CH:14][N:13]=[C:12]([CH2:17][S:33][C:34]3[NH:38][C:37]4[CH:39]=[CH:40][CH:41]=[CH:42][C:36]=4[N:35]=3)[C:11]=2[CH3:19])[CH2:4][O:3]1. (3) Given the reactants [NH2:1][CH2:2][CH2:3][N:4]1[C:12]2[CH:11]=[CH:10][N:9]=[C:8]([NH2:13])[C:7]=2[N:6]=[C:5]1[S:14][C:15]1[C:23]([Br:24])=[CH:22][C:18]2[O:19][CH2:20][O:21][C:17]=2[CH:16]=1.[CH:25](=O)[C:26]([CH3:29])([CH3:28])[CH3:27].[BH3-]C#N.[Na+], predict the reaction product. The product is: [Br:24][C:23]1[C:15]([S:14][C:5]2[N:4]([CH2:3][CH2:2][NH:1][CH2:25][C:26]([CH3:29])([CH3:28])[CH3:27])[C:12]3[CH:11]=[CH:10][N:9]=[C:8]([NH2:13])[C:7]=3[N:6]=2)=[CH:16][C:17]2[O:21][CH2:20][O:19][C:18]=2[CH:22]=1. (4) The product is: [ClH:1].[Br:18][C:4]1[S:5][CH:6]=[C:2]([Cl:1])[C:3]=1[NH:7][C:8]1[NH:12][C:11]2[CH:13]=[CH:14][C:15]([F:17])=[CH:16][C:10]=2[N:9]=1. Given the reactants [Cl:1][C:2]1[C:3]([NH:7][C:8]2[NH:12][C:11]3[CH:13]=[CH:14][C:15]([F:17])=[CH:16][C:10]=3[N:9]=2)=[CH:4][S:5][CH:6]=1.[Br:18]N1C(=O)CCC1=O.C1(C)C=CC=CC=1, predict the reaction product. (5) Given the reactants [CH3:1][C@H:2]1[CH2:7][NH:6][CH2:5][CH2:4][N:3]1[C:8]([O:10][C:11]([CH3:14])([CH3:13])[CH3:12])=[O:9].F[C:16]1[CH:23]=[CH:22][C:19]([C:20]#[N:21])=[CH:18][CH:17]=1.C([O-])([O-])=O.[K+].[K+], predict the reaction product. The product is: [C:20]([C:19]1[CH:22]=[CH:23][C:16]([N:6]2[CH2:5][CH2:4][N:3]([C:8]([O:10][C:11]([CH3:13])([CH3:12])[CH3:14])=[O:9])[C@@H:2]([CH3:1])[CH2:7]2)=[CH:17][CH:18]=1)#[N:21]. (6) Given the reactants Br[C:2]1[CH:10]=[CH:9][C:8]([O:11][CH3:12])=[CH:7][C:3]=1[C:4]([OH:6])=[O:5].C([Li])CCC.[CH3:18][O:19][C:20]1[CH:31]=[CH:30][C:29]([O:32][CH3:33])=[CH:28][C:21]=1[C:22](N(OC)C)=[O:23], predict the reaction product. The product is: [CH3:18][O:19][C:20]1[CH:31]=[CH:30][C:29]([O:32][CH3:33])=[CH:28][C:21]=1[C:22]([C:2]1[CH:10]=[CH:9][C:8]([O:11][CH3:12])=[CH:7][C:3]=1[C:4]([OH:6])=[O:5])=[O:23]. (7) Given the reactants [Cl:1][C:2]1[CH:3]=[CH:4][C:5]([C:8]([OH:10])=O)=[N:6][CH:7]=1.C[N:12](C(ON1N=NC2C=CC=NC1=2)=[N+](C)C)C.F[P-](F)(F)(F)(F)F.[NH2:35][C:36]1[CH:37]=[CH:38][C:39]([F:54])=[C:40]([C@@:42]2([CH:51]([F:53])[F:52])[NH:47][C:46](=S)[CH2:45][CH2:44][C:43]2([F:50])[F:49])[CH:41]=1.C(N(CC)C(C)C)(C)C.[NH4+].[Cl-], predict the reaction product. The product is: [NH2:12][C:46]1[CH2:45][CH2:44][C:43]([F:50])([F:49])[C@:42]([C:40]2[CH:41]=[C:36]([NH:35][C:8](=[O:10])[C:5]3[CH:4]=[CH:3][C:2]([Cl:1])=[CH:7][N:6]=3)[CH:37]=[CH:38][C:39]=2[F:54])([CH:51]([F:53])[F:52])[N:47]=1. (8) The product is: [Br:1][C:2]1[CH:3]=[C:4]2[C:9](=[CH:10][CH:11]=1)[N:8]=[C:7]([C:12]1[CH:17]=[CH:16][CH:15]=[CH:14][CH:13]=1)[N:6]=[C:5]2[Cl:21]. Given the reactants [Br:1][C:2]1[CH:3]=[C:4]2[C:9](=[CH:10][CH:11]=1)[N:8]=[C:7]([C:12]1[CH:17]=[CH:16][CH:15]=[CH:14][CH:13]=1)[NH:6][C:5]2=O.P(Cl)(Cl)([Cl:21])=O.[OH-].[Na+], predict the reaction product. (9) Given the reactants [F:1][C:2]1[CH:7]=[CH:6][C:5]([CH2:8][C:9]2[C:10]([N:16]3[CH2:22][C:21]4[CH:23]=[C:24]([C:27]5[CH:28]=[CH:29][C:30]6[N:34]=[C:33]([NH:35]C(=O)OC)[NH:32][C:31]=6[CH:40]=5)[CH:25]=[CH:26][C:20]=4[O:19][CH2:18][CH2:17]3)=[N:11][CH:12]=[N:13][C:14]=2[CH3:15])=[CH:4][CH:3]=1.Cl, predict the reaction product. The product is: [F:1][C:2]1[CH:7]=[CH:6][C:5]([CH2:8][C:9]2[C:10]([N:16]3[CH2:22][C:21]4[CH:23]=[C:24]([C:27]5[CH:28]=[CH:29][C:30]6[N:34]=[C:33]([NH2:35])[NH:32][C:31]=6[CH:40]=5)[CH:25]=[CH:26][C:20]=4[O:19][CH2:18][CH2:17]3)=[N:11][CH:12]=[N:13][C:14]=2[CH3:15])=[CH:4][CH:3]=1. (10) Given the reactants C1N2C(CCCC3C=CC(N)=CC=32)=NC=1.ClC1N=C(NC2C(S(C(C)C)(=O)=O)=CC=CC=2F)C(Cl)=CN=1.OC(C(F)(F)F)=O.[Cl:45][C:46]1[C:47]([NH:67][C:68]2[C:73]([S:74]([CH:77]([CH3:79])[CH3:78])(=[O:76])=[O:75])=[CH:72][CH:71]=[CH:70][C:69]=2[F:80])=[N:48][C:49]([NH:52][C:53]2[CH:54]=[CH:55][C:56]3[CH2:65][CH2:64][CH2:63][C:62]4[N:58]([CH:59]=[CH:60][N:61]=4)[C:57]=3[CH:66]=2)=[N:50][CH:51]=1, predict the reaction product. The product is: [Cl:45][C:46]1[C:47]([NH:67][C:68]2[C:73]([S:74]([CH:77]([CH3:78])[CH3:79])(=[O:75])=[O:76])=[CH:72][CH:71]=[CH:70][C:69]=2[F:80])=[N:48][C:49]([NH:52][C:53]2[CH:54]=[CH:55][C:56]3[CH2:65][CH2:64][CH2:63][C:62]4[N:58]([CH:59]=[CH:60][N:61]=4)[C:57]=3[CH:66]=2)=[N:50][CH:51]=1.